This data is from Reaction yield outcomes from USPTO patents with 853,638 reactions. The task is: Predict the reaction yield, written as a fraction of the theoretical maximum amount of product (1.0 means a 100% yield; for example, 0.34 means a 34% yield). The reactants are [CH3:1][N:2]1[C:7](=[O:8])[C:6]([N:9]2[CH2:14][CH2:13][O:12][CH2:11][CH2:10]2)=[C:5]2[C:15](=O)[N:16]([CH2:19][CH2:20][C:21]3[CH:30]=[CH:29][C:28]4[C:23](=[CH:24][CH:25]=[CH:26][CH:27]=4)[N:22]=3)[C:17](=[O:18])[C:4]2=[CH:3]1. The catalyst is C(O)(=O)C.[Zn]. The product is [CH3:1][N:2]1[C:7](=[O:8])[C:6]([N:9]2[CH2:14][CH2:13][O:12][CH2:11][CH2:10]2)=[C:5]2[CH2:15][N:16]([CH2:19][CH2:20][C:21]3[CH:30]=[CH:29][C:28]4[C:23](=[CH:24][CH:25]=[CH:26][CH:27]=4)[N:22]=3)[C:17](=[O:18])[C:4]2=[CH:3]1. The yield is 0.0600.